This data is from Peptide-MHC class I binding affinity with 185,985 pairs from IEDB/IMGT. The task is: Regression. Given a peptide amino acid sequence and an MHC pseudo amino acid sequence, predict their binding affinity value. This is MHC class I binding data. (1) The peptide sequence is KQIMECSRML. The MHC is HLA-A02:03 with pseudo-sequence HLA-A02:03. The binding affinity (normalized) is 0.0485. (2) The peptide sequence is KYYTSYTLK. The MHC is HLA-A31:01 with pseudo-sequence HLA-A31:01. The binding affinity (normalized) is 0.778. (3) The peptide sequence is IASDRTDLEH. The MHC is Mamu-B03 with pseudo-sequence Mamu-B03. The binding affinity (normalized) is 0. (4) The peptide sequence is IEPAQEEHDKY. The MHC is Mamu-B01 with pseudo-sequence Mamu-B01. The binding affinity (normalized) is 0. (5) The peptide sequence is LLPENNVLSPL. The MHC is HLA-A02:06 with pseudo-sequence HLA-A02:06. The binding affinity (normalized) is 0.770.